Dataset: Reaction yield outcomes from USPTO patents with 853,638 reactions. Task: Predict the reaction yield, written as a fraction of the theoretical maximum amount of product (1.0 means a 100% yield; for example, 0.34 means a 34% yield). (1) The reactants are [CH2:1]([C:5]1[CH:10]=[CH:9][C:8]([CH2:11][C:12]([O:14][CH2:15][CH3:16])=[O:13])=[CH:7][CH:6]=1)[CH:2]([CH3:4])[CH3:3].[CH:17]([N-]C(C)C)(C)C.[Li+].[Br:25][CH2:26][CH2:27][CH2:28][CH2:29]Br. The catalyst is O1CCCC1. The product is [CH2:15]([O:14][C:12](=[O:13])[C:11]([C:8]1[CH:7]=[CH:6][C:5]([CH2:1][CH:2]([CH3:4])[CH3:3])=[CH:10][CH:9]=1)([CH3:17])[CH2:29][CH2:28][CH2:27][CH2:26][Br:25])[CH3:16]. The yield is 0.875. (2) The reactants are C([O:4][CH2:5][C:6]1[CH:11]=[C:10]([CH2:12][CH3:13])[CH:9]=[C:8]([C:14]([F:17])([F:16])[F:15])[N:7]=1)(=O)C.[OH-].[Na+]. The catalyst is CO. The product is [CH2:12]([C:10]1[CH:9]=[C:8]([C:14]([F:17])([F:15])[F:16])[N:7]=[C:6]([CH2:5][OH:4])[CH:11]=1)[CH3:13]. The yield is 1.00. (3) The reactants are CC1C=C(C)C=C(C)C=1S([O-])(=O)=O.[NH2:14][N:15]1[C:20]([CH3:21])=[CH:19][C:18]([CH3:22])=[N:17][C:16]1=[NH2+:23].[OH-].[Na+].CO[C:28](=O)[CH2:29][Cl:30]. The catalyst is CCO. The product is [Cl:30][CH2:29][C:28]1[N:23]=[C:16]2[N:17]=[C:18]([CH3:22])[CH:19]=[C:20]([CH3:21])[N:15]2[N:14]=1. The yield is 0.0900. (4) The reactants are [N:1]12[CH2:9][CH2:8][CH:5]([CH2:6][CH2:7]1)[C:4](=[O:10])[CH2:3][CH2:2]2.[H-].[Al+3].[Li+].[H-].[H-].[H-]. The catalyst is O1CCOCC1. The product is [N:1]12[CH2:9][CH2:8][CH:5]([CH2:6][CH2:7]1)[CH:4]([OH:10])[CH2:3][CH2:2]2. The yield is 0.960. (5) The reactants are [Cl:1][C:2]1[CH:3]=[C:4]2[S:10][C:9]([NH:11]C(=O)C3C=CC=CC=3)=[N:8][C:5]2=[N:6][CH:7]=1.OS(O)(=O)=O.[OH-].[Na+]. No catalyst specified. The product is [Cl:1][C:2]1[CH:3]=[C:4]2[S:10][C:9]([NH2:11])=[N:8][C:5]2=[N:6][CH:7]=1. The yield is 0.635. (6) The reactants are [C:1]([O:5][C:6]([N:8]([CH3:14])[CH2:9][CH2:10][C:11]([OH:13])=[O:12])=[O:7])([CH3:4])([CH3:3])[CH3:2].[C:15]([O-])([O-])=O.[K+].[K+].CI. The catalyst is CN(C=O)C. The product is [C:1]([O:5][C:6]([N:8]([CH3:14])[CH2:9][CH2:10][C:11]([O:13][CH3:15])=[O:12])=[O:7])([CH3:4])([CH3:3])[CH3:2]. The yield is 0.920. (7) The product is [CH3:16][CH:13]1[N:6]2[C:7]3[C:12]([CH:3]([C:2]([F:17])([F:1])[F:18])[CH2:4][CH2:5]2)=[CH:11][CH:10]=[CH:9][C:8]=3[CH2:21][NH:15][CH2:14]1. No catalyst specified. The reactants are [F:1][C:2]([F:18])([F:17])[CH:3]1[C:12]2[C:7](=[CH:8][CH:9]=[CH:10][CH:11]=2)[N:6]([CH:13]([CH3:16])[CH2:14][NH2:15])[CH2:5][CH2:4]1.C=O.[C:21](O)(C(F)(F)F)=O. The yield is 0.400. (8) The reactants are [Cl:1][C:2]1[CH:3]=[C:4]2[C:8](=[CH:9][C:10]=1[Cl:11])[NH:7][C:6]([CH:12]=[CH:13][CH2:14][OH:15])=[CH:5]2.C(OCC)C.[Na+].[Cl-]. No catalyst specified. The product is [Cl:1][C:2]1[CH:3]=[C:4]2[C:8](=[CH:9][C:10]=1[Cl:11])[NH:7][C:6](/[CH:12]=[CH:13]/[CH:14]=[O:15])=[CH:5]2. The yield is 0.890. (9) The reactants are Br[C:2]1[CH:3]=[N:4][N:5]([CH3:18])[C:6]=1[C:7]1[CH:8]=[C:9]([C:14]([O:16][CH3:17])=[O:15])[S:10][C:11]=1[CH2:12][CH3:13].C(=O)([O-])[O-].[K+].[K+].O1CCO[CH2:27][CH2:26]1. The catalyst is O.CC(C)([P](C(C)(C)C)([Pd][P](C(C)(C)C)(C(C)(C)C)C(C)(C)C)C(C)(C)C)C. The product is [CH:26]([C:2]1[CH:3]=[N:4][N:5]([CH3:18])[C:6]=1[C:7]1[CH:8]=[C:9]([C:14]([O:16][CH3:17])=[O:15])[S:10][C:11]=1[CH2:12][CH3:13])=[CH2:27]. The yield is 0.730.